Dataset: Peptide-MHC class I binding affinity with 185,985 pairs from IEDB/IMGT. Task: Regression. Given a peptide amino acid sequence and an MHC pseudo amino acid sequence, predict their binding affinity value. This is MHC class I binding data. (1) The peptide sequence is YLEGHGFRF. The MHC is HLA-A68:02 with pseudo-sequence HLA-A68:02. The binding affinity (normalized) is 0. (2) The peptide sequence is EAMAFLEESH. The MHC is HLA-A11:01 with pseudo-sequence HLA-A11:01. The binding affinity (normalized) is 0. (3) The peptide sequence is EQNWDWNRY. The MHC is HLA-B40:01 with pseudo-sequence HLA-B40:01. The binding affinity (normalized) is 0.0847. (4) The peptide sequence is LVEYGTVVNK. The MHC is HLA-A33:01 with pseudo-sequence HLA-A33:01. The binding affinity (normalized) is 0.0285. (5) The peptide sequence is HVVNYNGLL. The MHC is HLA-A29:02 with pseudo-sequence HLA-A29:02. The binding affinity (normalized) is 0.0847. (6) The peptide sequence is SLVWAPLILAYF. The MHC is HLA-B35:01 with pseudo-sequence HLA-B35:01. The binding affinity (normalized) is 0. (7) The peptide sequence is AAYVNDLLL. The MHC is H-2-Db with pseudo-sequence H-2-Db. The binding affinity (normalized) is 0.700. (8) The peptide sequence is SQELAELLEM. The MHC is HLA-A02:06 with pseudo-sequence HLA-A02:06. The binding affinity (normalized) is 0.337. (9) The peptide sequence is EIRGVLPEET. The MHC is HLA-A68:02 with pseudo-sequence HLA-A68:02. The binding affinity (normalized) is 0.222. (10) The peptide sequence is YSLVTQQPL. The MHC is H-2-Db with pseudo-sequence H-2-Db. The binding affinity (normalized) is 0.687.